This data is from Reaction yield outcomes from USPTO patents with 853,638 reactions. The task is: Predict the reaction yield, written as a fraction of the theoretical maximum amount of product (1.0 means a 100% yield; for example, 0.34 means a 34% yield). (1) The reactants are [C:1]([C:5]1[CH:10]=[CH:9][C:8]([OH:11])=[C:7]([Cl:12])[CH:6]=1)([CH3:4])([CH3:3])[CH3:2].CCN(CC)CC.Cl[C:21]([O:23][CH3:24])=[O:22]. The catalyst is ClCCl.CN(C1C=CN=CC=1)C. The product is [C:21](=[O:22])([O:23][CH3:24])[O:11][C:8]1[CH:9]=[CH:10][C:5]([C:1]([CH3:4])([CH3:2])[CH3:3])=[CH:6][C:7]=1[Cl:12]. The yield is 0.920. (2) The reactants are [CH2:1]([C@H:3]1[N:12]([C:13](=[O:22])[C:14]2[CH:19]=[CH:18][CH:17]=[C:16]([O:20][CH3:21])[CH:15]=2)[C:11]2[C:6](=[CH:7][C:8]([F:23])=[CH:9][CH:10]=2)[NH:5][C:4]1=[O:24])[CH3:2].[I-].[K+].[CH2:27](Br)[C:28]1[CH:33]=[CH:32][CH:31]=[CH:30][CH:29]=1.C(N1C2C(=CC=C(F)C=2)N(C(=O)C2C=CC(OC)=CC=2)[C@H](CC)C1=O)C1C=CC=CC=1. No catalyst specified. The product is [CH2:27]([N:5]1[C:6]2[C:11](=[CH:10][CH:9]=[C:8]([F:23])[CH:7]=2)[N:12]([C:13](=[O:22])[C:14]2[CH:19]=[CH:18][CH:17]=[C:16]([O:20][CH3:21])[CH:15]=2)[C@H:3]([CH2:1][CH3:2])[C:4]1=[O:24])[C:28]1[CH:33]=[CH:32][CH:31]=[CH:30][CH:29]=1. The yield is 0.850. (3) The reactants are [NH2:1][C:2]1[N:7]=[C:6]([NH2:8])[C:5](Br)=[CH:4][N:3]=1.CCO[C:13]([S-:15])=[S:14].[K+].O.OS(O)(=O)=O. The catalyst is CN(C=O)C. The product is [NH2:1][C:2]1[N:3]=[CH:4][C:5]2[S:15][C:13](=[S:14])[NH:8][C:6]=2[N:7]=1. The yield is 0.870.